Dataset: Full USPTO retrosynthesis dataset with 1.9M reactions from patents (1976-2016). Task: Predict the reactants needed to synthesize the given product. (1) Given the product [Cl:47][C:48]1[CH:53]=[C:52]([Cl:54])[CH:51]=[CH:50][C:49]=1[CH2:55][NH:56][C:7]([CH:5]1[CH2:6][N:2]([CH3:1])[C:3](=[O:15])[N:4]1[CH2:10][C:11]([F:14])([F:13])[F:12])=[O:9], predict the reactants needed to synthesize it. The reactants are: [CH3:1][N:2]1[CH2:6][CH:5]([C:7]([OH:9])=O)[N:4]([CH2:10][C:11]([F:14])([F:13])[F:12])[C:3]1=[O:15].O.ON1C2C=CC=CC=2N=N1.Cl.C(N=C=NCCCN(C)C)C.C(N1CCOCC1)C.[Cl:47][C:48]1[CH:53]=[C:52]([Cl:54])[CH:51]=[CH:50][C:49]=1[CH2:55][NH2:56]. (2) Given the product [CH3:7][N:6]1[C:2]([SH:14])=[C:3]([C:8]2[N:9]=[N:10][N:11]([CH3:13])[N:12]=2)[CH:4]=[N:5]1.[CH3:7][N:6]1[C:2]([S:14][S:14][C:2]2[N:6]([CH3:7])[N:5]=[CH:4][C:3]=2[C:8]2[N:9]=[N:10][N:11]([CH3:13])[N:12]=2)=[C:3]([C:8]2[N:9]=[N:10][N:11]([CH3:13])[N:12]=2)[CH:4]=[N:5]1, predict the reactants needed to synthesize it. The reactants are: Cl[C:2]1[N:6]([CH3:7])[N:5]=[CH:4][C:3]=1[C:8]1[N:9]=[N:10][N:11]([CH3:13])[N:12]=1.[SH-:14].[Na+].Cl. (3) The reactants are: [H-].[Na+].[CH3:3][NH:4][C:5]([C:7]1[CH:12]=[CH:11][C:10]([C:13]2[CH:18]=[C:17]([Cl:19])[CH:16]=[C:15]([Cl:20])[C:14]=2[Cl:21])=[C:9]([NH2:22])[N:8]=1)=S.[CH3:23]I.[CH2:25]([NH2:27])[CH3:26]. Given the product [NH2:22][C:9]1[N:8]=[C:7]([C:5]([NH:27][CH2:25][CH3:26])=[N:4][CH2:3][CH3:23])[CH:12]=[CH:11][C:10]=1[C:13]1[CH:18]=[C:17]([Cl:19])[CH:16]=[C:15]([Cl:20])[C:14]=1[Cl:21], predict the reactants needed to synthesize it.